Task: Predict the reactants needed to synthesize the given product.. Dataset: Full USPTO retrosynthesis dataset with 1.9M reactions from patents (1976-2016) Given the product [C:1]1([S:7]([N:10]2[CH2:11][CH2:12][N:13]([C:16]([C:18]3[N:19]([C:43]4[CH:42]=[CH:41][CH:40]=[C:39]([Cl:38])[CH:44]=4)[C:20]4[C:25]([CH:26]=3)=[CH:24][C:23]([C:27]([N:29]3[CH2:30][CH2:31][N:32]([CH:35]([CH3:37])[CH3:36])[CH2:33][CH2:34]3)=[O:28])=[CH:22][CH:21]=4)=[O:17])[CH2:14][CH2:15]2)(=[O:8])=[O:9])[CH:2]=[CH:3][CH:4]=[CH:5][CH:6]=1, predict the reactants needed to synthesize it. The reactants are: [C:1]1([S:7]([N:10]2[CH2:15][CH2:14][N:13]([C:16]([C:18]3[NH:19][C:20]4[C:25]([CH:26]=3)=[CH:24][C:23]([C:27]([N:29]3[CH2:34][CH2:33][N:32]([CH:35]([CH3:37])[CH3:36])[CH2:31][CH2:30]3)=[O:28])=[CH:22][CH:21]=4)=[O:17])[CH2:12][CH2:11]2)(=[O:9])=[O:8])[CH:6]=[CH:5][CH:4]=[CH:3][CH:2]=1.[Cl:38][C:39]1[CH:40]=[C:41](B(O)O)[CH:42]=[CH:43][CH:44]=1.